This data is from Catalyst prediction with 721,799 reactions and 888 catalyst types from USPTO. The task is: Predict which catalyst facilitates the given reaction. (1) Reactant: [N:1]1[CH:6]=[CH:5][C:4]([NH:7][C:8](=[O:15])OCC(Cl)(Cl)Cl)=[CH:3][N:2]=1.[C:16]1([C:22]2[N:23]=[C:24]([N:27]3[CH2:32][CH2:31][NH:30][CH2:29][CH2:28]3)[S:25][CH:26]=2)[CH:21]=[CH:20][CH:19]=[CH:18][CH:17]=1.C(N(C(C)C)CC)(C)C.CS(C)=O. Product: [C:16]1([C:22]2[N:23]=[C:24]([N:27]3[CH2:32][CH2:31][N:30]([C:8]([NH:7][C:4]4[CH:5]=[CH:6][N:1]=[N:2][CH:3]=4)=[O:15])[CH2:29][CH2:28]3)[S:25][CH:26]=2)[CH:17]=[CH:18][CH:19]=[CH:20][CH:21]=1. The catalyst class is: 6. (2) Reactant: [H-].[Al+3].[Li+].[H-].[H-].[H-].[O:7]1[C:11]2([CH2:15][CH2:14][CH:13]([C:16](OCC)=[O:17])[CH2:12]2)[O:10][CH2:9][CH2:8]1. Product: [O:7]1[C:11]2([CH2:15][CH2:14][CH:13]([CH2:16][OH:17])[CH2:12]2)[O:10][CH2:9][CH2:8]1. The catalyst class is: 7. (3) Reactant: [CH3:1][S:2]([C:5]1[CH:10]=[CH:9][CH:8]=[CH:7][C:6]=1[S:11](Cl)(=[O:13])=[O:12])(=[O:4])=[O:3].[NH2:15][C:16]1[CH:17]=[C:18]2[C:22](=[CH:23][CH:24]=1)[NH:21][N:20]=[C:19]2[C:25]1[CH:30]=[CH:29][C:28]([Cl:31])=[CH:27][CH:26]=1.N1C=CC=CC=1.O. Product: [Cl:31][C:28]1[CH:27]=[CH:26][C:25]([C:19]2[C:18]3[C:22](=[CH:23][CH:24]=[C:16]([NH:15][S:11]([C:6]4[CH:7]=[CH:8][CH:9]=[CH:10][C:5]=4[S:2]([CH3:1])(=[O:4])=[O:3])(=[O:13])=[O:12])[CH:17]=3)[NH:21][N:20]=2)=[CH:30][CH:29]=1. The catalyst class is: 7.